From a dataset of hERG potassium channel inhibition data for cardiac toxicity prediction from Karim et al.. Regression/Classification. Given a drug SMILES string, predict its toxicity properties. Task type varies by dataset: regression for continuous values (e.g., LD50, hERG inhibition percentage) or binary classification for toxic/non-toxic outcomes (e.g., AMES mutagenicity, cardiotoxicity, hepatotoxicity). Dataset: herg_karim. (1) The compound is C[C@@H]1C[C@H](O[C@H](C)c2cc(C(F)(F)F)cc(C(F)(F)F)c2)[C@@H](c2ccc(F)cc2)CC(=O)N1. The result is 1 (blocker). (2) The drug is Cc1nsc(-c2nnc3n2CCN(C(=O)c2ccc(F)c(F)c2)[C@@H]3C)n1. The result is 0 (non-blocker).